Dataset: Full USPTO retrosynthesis dataset with 1.9M reactions from patents (1976-2016). Task: Predict the reactants needed to synthesize the given product. (1) Given the product [Cl:1][C:2]1[CH:11]=[C:10]2[C:5]([C:6]([OH:17])=[C:7]([C:12]([OH:14])=[O:13])[CH:8]=[N:9]2)=[CH:4][C:3]=1[I:18], predict the reactants needed to synthesize it. The reactants are: [Cl:1][C:2]1[CH:11]=[C:10]2[C:5]([C:6]([OH:17])=[C:7]([C:12]([O:14]CC)=[O:13])[CH:8]=[N:9]2)=[CH:4][C:3]=1[I:18].[OH-].[Na+]. (2) Given the product [Br:13][C:14]1[CH:19]=[CH:18][C:17]([C:2]2[C:7]([C:8]([O:10][CH3:11])=[O:9])=[C:6]([CH3:12])[N:5]=[CH:4][CH:3]=2)=[C:16]([F:23])[C:15]=1[F:24], predict the reactants needed to synthesize it. The reactants are: I[C:2]1[C:7]([C:8]([O:10][CH3:11])=[O:9])=[C:6]([CH3:12])[N:5]=[CH:4][CH:3]=1.[Br:13][C:14]1[CH:19]=[CH:18][C:17](B(O)O)=[C:16]([F:23])[C:15]=1[F:24].C([O-])([O-])=O.[Na+].[Na+].